From a dataset of Catalyst prediction with 721,799 reactions and 888 catalyst types from USPTO. Predict which catalyst facilitates the given reaction. (1) Reactant: [Br:1][C:2]1[CH:3]=[C:4]([C:10]2[CH:15]=[CH:14][C:13]([C:16]([O:18]CC)=[O:17])=[CH:12][CH:11]=2)[CH:5]=[CH:6][C:7]=1[O:8][CH3:9].[OH-].[Na+].Cl. Product: [Br:1][C:2]1[CH:3]=[C:4]([C:10]2[CH:15]=[CH:14][C:13]([C:16]([OH:18])=[O:17])=[CH:12][CH:11]=2)[CH:5]=[CH:6][C:7]=1[O:8][CH3:9]. The catalyst class is: 8. (2) The catalyst class is: 3. Product: [Br:3][C:13]1[CH:14]=[CH:15][N:10]([CH2:6][CH2:7][CH2:8][CH3:9])[C:11](=[O:17])[CH:12]=1. Reactant: P(Br)(Br)([Br:3])=O.[CH2:6]([N:10]1[CH:15]=[CH:14][C:13](O)=[CH:12][C:11]1=[O:17])[CH2:7][CH2:8][CH3:9].